Dataset: Full USPTO retrosynthesis dataset with 1.9M reactions from patents (1976-2016). Task: Predict the reactants needed to synthesize the given product. (1) Given the product [CH3:41][C@@H:42]1[C@@H:47]([NH:48][C:30]([C@H:29]2[CH2:28][CH2:27][S:26](=[O:33])(=[O:34])[N:25]2[CH2:24][C:23]2[CH:35]=[CH:36][CH:37]=[C:21]([CH2:20][N:9]([CH2:8][C:7]3[C:2]([Cl:1])=[CH:3][CH:4]=[C:5]([O:39][CH3:40])[C:6]=3[F:38])[C@H:10]([CH2:16][N:17]([CH3:18])[CH3:19])[CH2:11][C:12]([CH3:15])([CH3:14])[CH3:13])[CH:22]=2)=[O:31])[CH2:46][C@H:45]2[CH2:49][C@@H:43]1[C:44]2([CH3:50])[CH3:51], predict the reactants needed to synthesize it. The reactants are: [Cl:1][C:2]1[C:7]([CH2:8][N:9]([CH2:20][C:21]2[CH:22]=[C:23]([CH:35]=[CH:36][CH:37]=2)[CH2:24][N:25]2[CH:29]([C:30](O)=[O:31])[CH2:28][CH2:27][S:26]2(=[O:34])=[O:33])[C@H:10]([CH2:16][N:17]([CH3:19])[CH3:18])[CH2:11][C:12]([CH3:15])([CH3:14])[CH3:13])=[C:6]([F:38])[C:5]([O:39][CH3:40])=[CH:4][CH:3]=1.[CH3:41][C@@H:42]1[C@@H:47]([NH2:48])[CH2:46][C@H:45]2[CH2:49][C@@H:43]1[C:44]2([CH3:51])[CH3:50]. (2) Given the product [NH:18]1[C:5]2[CH:6]=[CH:7][CH:2]=[C:3]([C:9]([O:11][CH3:12])=[O:10])[C:4]=2[CH:8]=[N:19]1, predict the reactants needed to synthesize it. The reactants are: N[C:2]1[CH:7]=[CH:6][CH:5]=[C:4]([CH3:8])[C:3]=1[C:9]([O:11][CH3:12])=[O:10].F[B-](F)(F)F.[NH4+:18].[N:19]([O-])=O.[Na+].C([O-])(=O)C.[K+]. (3) Given the product [O:18]=[C:4]1[N:5]([C:6]2[CH:7]=[CH:8][C:9]3[C:15](=[O:16])[CH2:14][CH2:13][CH2:12][CH2:11][C:10]=3[CH:17]=2)[CH2:2][C@H:1]([CH2:27][NH:28][C:29](=[O:31])[CH3:30])[O:3]1, predict the reactants needed to synthesize it. The reactants are: [CH2:1]([O:3][C:4](=[O:18])[NH:5][C:6]1[CH:7]=[CH:8][C:9]2[C:15](=[O:16])[CH2:14][CH2:13][CH2:12][CH2:11][C:10]=2[CH:17]=1)[CH3:2].C([Li])CCC.O1C[C@@H]1[CH2:27][NH:28][C:29](=[O:31])[CH3:30].